Dataset: Forward reaction prediction with 1.9M reactions from USPTO patents (1976-2016). Task: Predict the product of the given reaction. (1) Given the reactants [CH2:1]([O:3][C:4](=[O:15])[C:5]1[CH:10]=[C:9]([Br:11])[C:8]([CH2:12]Br)=[CH:7][C:6]=1[NH2:14])[CH3:2].[C:16]([O:20][C:21]([N:23]1[CH2:28][CH2:27][N:26](CC2C=C(N(C(OC(C)(C)C)=O)C(OC(C)(C)C)=O)C(C(OCC)=O)=CC=2Cl)[CH2:25][CH2:24]1)=[O:22])([CH3:19])([CH3:18])[CH3:17].C(N(CC)CC)C, predict the reaction product. The product is: [C:16]([O:20][C:21]([N:23]1[CH2:28][CH2:27][N:26]([CH2:12][C:8]2[CH:7]=[C:6]([NH2:14])[C:5]([C:4]([O:3][CH2:1][CH3:2])=[O:15])=[CH:10][C:9]=2[Br:11])[CH2:25][CH2:24]1)=[O:22])([CH3:19])([CH3:17])[CH3:18]. (2) The product is: [CH:25]([C:28]1[N:29]=[C:30]([C:33]([N:39]2[CH2:40][C:41]3([CH2:46][CH2:45][N:44]([C:47]([O:49][C:50]([CH3:53])([CH3:52])[CH3:51])=[O:48])[CH2:43][CH2:42]3)[O:36][CH2:37][CH2:38]2)=[O:35])[S:31][CH:32]=1)([CH3:26])[CH3:27]. Given the reactants CN(C(ON1N=NC2C=CC=NC1=2)=[N+](C)C)C.F[P-](F)(F)(F)(F)F.[CH:25]([C:28]1[N:29]=[C:30]([C:33]([OH:35])=O)[S:31][CH:32]=1)([CH3:27])[CH3:26].[O:36]1[C:41]2([CH2:46][CH2:45][N:44]([C:47]([O:49][C:50]([CH3:53])([CH3:52])[CH3:51])=[O:48])[CH2:43][CH2:42]2)[CH2:40][NH:39][CH2:38][CH2:37]1.C(N(CC)CC)C, predict the reaction product. (3) Given the reactants C([O:3][C:4](=[O:17])[CH2:5][CH2:6][C:7]1[C:15]2[B:14]([OH:16])[O:13][CH2:12][C:11]=2[CH:10]=[CH:9][CH:8]=1)C.[OH-].[Na+], predict the reaction product. The product is: [C:4]([CH2:5][CH2:6][C:7]1[C:15]2[B:14]([OH:16])[O:13][CH2:12][C:11]=2[CH:10]=[CH:9][CH:8]=1)([OH:17])=[O:3]. (4) Given the reactants [C:1](=O)([O-])[O-].[K+].[K+].[C:7]([O:11][C:12](=[O:28])[NH:13][C:14]1[CH:26]=[CH:25][C:24]2[C:23]3[C:18](=[CH:19][C:20]([NH2:27])=[CH:21][CH:22]=3)[CH2:17][C:16]=2[CH:15]=1)([CH3:10])([CH3:9])[CH3:8].[CH2:29](I)[CH2:30][CH3:31].[C:33](#N)[CH3:34], predict the reaction product. The product is: [CH2:29]([NH:27][C:20]1[CH:19]=[C:18]2[C:23]([C:24]3[CH:25]=[CH:26][C:14]([NH:13][C:12](=[O:28])[O:11][C:7]([CH3:10])([CH3:8])[CH3:9])=[CH:15][C:16]=3[CH2:17]2)=[CH:22][CH:21]=1)[CH2:30][CH3:31].[C:7]([O:11][C:12](=[O:28])[NH:13][C:14]1[CH:26]=[CH:25][C:24]2[C:23]3[C:18](=[CH:19][C:20]([N:27]([CH2:1][CH2:33][CH3:34])[CH2:29][CH2:30][CH3:31])=[CH:21][CH:22]=3)[CH2:17][C:16]=2[CH:15]=1)([CH3:10])([CH3:8])[CH3:9]. (5) Given the reactants Cl.[NH2:2][C@H:3]([C:6]1[CH:11]=[CH:10][C:9](SCC)=[CH:8][N:7]=1)[CH2:4][OH:5].O[O:16][S:17]([O-:19])=O.[K+].[CH3:21][C:22]#N, predict the reaction product. The product is: [NH2:2][C@H:3]([C:6]1[CH:11]=[CH:10][C:9]([S:17]([CH2:21][CH3:22])(=[O:19])=[O:16])=[CH:8][N:7]=1)[CH2:4][OH:5]. (6) Given the reactants [NH:1]1[C:5]2[CH:6]=[CH:7][CH:8]=[CH:9][C:4]=2[N:3]=[C:2]1[NH:10][C:11]([C:13]1[C:17]2[N:18]=[C:19](Cl)[N:20]=[CH:21][C:16]=2[S:15][CH:14]=1)=[O:12].[NH2:23][C@@H:24]1[CH2:29][CH2:28][CH2:27][CH2:26][C@@H:25]1[NH2:30], predict the reaction product. The product is: [NH:1]1[C:5]2[CH:6]=[CH:7][CH:8]=[CH:9][C:4]=2[N:3]=[C:2]1[NH:10][C:11]([C:13]1[C:17]2[N:18]=[C:19]([NH:23][C@@H:24]3[CH2:29][CH2:28][CH2:27][CH2:26][C@@H:25]3[NH2:30])[N:20]=[CH:21][C:16]=2[S:15][CH:14]=1)=[O:12]. (7) Given the reactants [NH2:1][CH2:2][C:3]1([CH2:7][O:8][C:9]2[C:14]([O:15][CH3:16])=[C:13]([O:17][CH3:18])[CH:12]=[CH:11][C:10]=2[C:19]2[CH:27]=[CH:26][CH:25]=[C:24]3[C:20]=2[CH2:21][CH2:22][C:23]3=[O:28])[CH2:6][O:5][CH2:4]1.C(N(C(C)C)CC)(C)C.[C:38](Cl)(=[O:42])[CH2:39][CH2:40][CH3:41].COC1C(OC)=CC=C(C2C=CC=C3C=2CCC3=O)C=1OCC1(CNC(=O)C(C)C)COC1, predict the reaction product. The product is: [CH3:16][O:15][C:14]1[C:13]([O:17][CH3:18])=[CH:12][CH:11]=[C:10]([C:19]2[CH:27]=[CH:26][CH:25]=[C:24]3[C:20]=2[CH2:21][CH2:22][C:23]3=[O:28])[C:9]=1[O:8][CH2:7][C:3]1([CH2:2][NH:1][C:38](=[O:42])[CH2:39][CH2:40][CH3:41])[CH2:4][O:5][CH2:6]1. (8) The product is: [Cl:14][C:15]1[CH:23]=[CH:22][C:18]([CH2:19][NH:13][CH2:5][C:2]([OH:4])=[O:3])=[CH:17][CH:16]=1. Given the reactants Cl.[C:2]([CH2:5]O[NH2:13])([OH:4])=[O:3].[C:2]([CH2:5]O[NH2:13])([OH:4])=[O:3].[Cl:14][C:15]1[CH:23]=[CH:22][C:18]([C:19](Cl)=O)=[CH:17][CH:16]=1, predict the reaction product. (9) Given the reactants C[O:2][C:3](=[O:37])[CH2:4][C@H:5]1[CH2:10][C@@H:9](/[CH:11]=[CH:12]/[C:13]2[C:14]([C:28]3[CH:33]=[CH:32][C:31]([F:34])=[CH:30][CH:29]=3)=[N:15][C:16]([N:22]([CH3:27])[S:23]([CH3:26])(=[O:25])=[O:24])=[N:17][C:18]=2[CH:19]([CH3:21])[CH3:20])[O:8]C(C)(C)[O:6]1.Cl.[OH-].[Na+].C(OCC)(=O)C, predict the reaction product. The product is: [CH3:21][CH:19]([C:18]1[N:17]=[C:16]([N:22]([S:23]([CH3:26])(=[O:24])=[O:25])[CH3:27])[N:15]=[C:14]([C:28]2[CH:29]=[CH:30][C:31]([F:34])=[CH:32][CH:33]=2)[C:13]=1/[CH:12]=[CH:11]/[C@@H:9]([OH:8])[CH2:10][C@@H:5]([OH:6])[CH2:4][C:3]([OH:37])=[O:2])[CH3:20]. (10) Given the reactants [CH2:1]([NH:3][C:4]1[CH:5]=[C:6]([C:10]2[CH:15]=[CH:14][C:13]([CH:16]=[C:17]3[S:21][C:20](=[O:22])[NH:19][C:18]3=[O:23])=[CH:12][CH:11]=2)[CH:7]=[CH:8][CH:9]=1)[CH3:2].[C:24]1([N:30]=[C:31]=[O:32])[CH:29]=[CH:28][CH:27]=[CH:26][CH:25]=1, predict the reaction product. The product is: [O:22]=[C:20]1[NH:19][C:18](=[O:23])[C:17](=[CH:16][C:13]2[CH:12]=[CH:11][C:10]([C:6]3[CH:7]=[CH:8][CH:9]=[C:4]([N:3]([CH2:1][CH3:2])[C:31]([NH:30][C:24]4[CH:29]=[CH:28][CH:27]=[CH:26][CH:25]=4)=[O:32])[CH:5]=3)=[CH:15][CH:14]=2)[S:21]1.